Task: Predict the product of the given reaction.. Dataset: Forward reaction prediction with 1.9M reactions from USPTO patents (1976-2016) (1) Given the reactants C([O:8][C:9]1[C:16]([O:17][C:18]2[CH:23]=[CH:22][C:21]([Cl:24])=[CH:20][C:19]=2[Cl:25])=[CH:15][C:12]([C:13]#[N:14])=[C:11]([Cl:26])[CH:10]=1)C1C=CC=CC=1.B(Br)(Br)Br, predict the reaction product. The product is: [Cl:26][C:11]1[CH:10]=[C:9]([OH:8])[C:16]([O:17][C:18]2[CH:23]=[CH:22][C:21]([Cl:24])=[CH:20][C:19]=2[Cl:25])=[CH:15][C:12]=1[C:13]#[N:14]. (2) Given the reactants N(C(OC(C)C)=O)=NC(OC(C)C)=O.[CH2:15](O)[CH2:16][O:17][CH2:18][CH2:19][O:20][CH2:21][CH2:22][O:23][CH2:24][CH2:25][O:26][CH2:27][CH2:28][O:29][CH2:30][CH2:31][O:32][CH2:33][C:34]#[CH:35].C1(P(C2C=CC=CC=2)C2C=CC=CC=2)C=CC=CC=1.[C:56]1(=[O:62])[NH:60][C:59](=[O:61])[CH:58]=[CH:57]1, predict the reaction product. The product is: [CH2:15]([N:60]1[C:56](=[O:62])[CH:57]=[CH:58][C:59]1=[O:61])[CH2:16][O:17][CH2:18][CH2:19][O:20][CH2:21][CH2:22][O:23][CH2:24][CH2:25][O:26][CH2:27][CH2:28][O:29][CH2:30][CH2:31][O:32][CH2:33][C:34]#[CH:35]. (3) Given the reactants C(OC(N1[CH2:13][CH2:12][N:11]([C:14](=[O:27])[CH2:15][CH2:16][C:17]2[C:25]3[C:24](=[O:26])[CH2:23][CH2:22][CH2:21][C:20]=3[NH:19][CH:18]=2)[CH2:10][CH2:9]1)=O)(C)(C)C.N1CC[CH:31]([OH:34])CC1, predict the reaction product. The product is: [OH:34][CH:31]1[CH2:9][CH2:10][N:11]([C:14](=[O:27])[CH2:15][CH2:16][C:17]2[C:25]3[C:24](=[O:26])[CH2:23][CH2:22][CH2:21][C:20]=3[NH:19][CH:18]=2)[CH2:12][CH2:13]1.